From a dataset of NCI-60 drug combinations with 297,098 pairs across 59 cell lines. Regression. Given two drug SMILES strings and cell line genomic features, predict the synergy score measuring deviation from expected non-interaction effect. (1) Drug 1: CC1=C(C=C(C=C1)C(=O)NC2=CC(=CC(=C2)C(F)(F)F)N3C=C(N=C3)C)NC4=NC=CC(=N4)C5=CN=CC=C5. Drug 2: COCCOC1=C(C=C2C(=C1)C(=NC=N2)NC3=CC=CC(=C3)C#C)OCCOC.Cl. Cell line: SK-MEL-28. Synergy scores: CSS=2.01, Synergy_ZIP=-1.37, Synergy_Bliss=-2.06, Synergy_Loewe=-0.355, Synergy_HSA=-1.77. (2) Drug 1: C1=NC2=C(N1)C(=S)N=C(N2)N. Drug 2: C1=CN(C(=O)N=C1N)C2C(C(C(O2)CO)O)O.Cl. Cell line: NCI-H460. Synergy scores: CSS=59.6, Synergy_ZIP=2.19, Synergy_Bliss=2.06, Synergy_Loewe=1.84, Synergy_HSA=5.90. (3) Drug 1: CC1=C(C=C(C=C1)NC(=O)C2=CC=C(C=C2)CN3CCN(CC3)C)NC4=NC=CC(=N4)C5=CN=CC=C5. Drug 2: C1C(C(OC1N2C=NC(=NC2=O)N)CO)O. Cell line: NCI/ADR-RES. Synergy scores: CSS=2.75, Synergy_ZIP=3.38, Synergy_Bliss=-0.0185, Synergy_Loewe=1.36, Synergy_HSA=1.06. (4) Drug 1: CC1=C2C(C(=O)C3(C(CC4C(C3C(C(C2(C)C)(CC1OC(=O)C(C(C5=CC=CC=C5)NC(=O)OC(C)(C)C)O)O)OC(=O)C6=CC=CC=C6)(CO4)OC(=O)C)OC)C)OC. Drug 2: C1=NC2=C(N=C(N=C2N1C3C(C(C(O3)CO)O)F)Cl)N. Cell line: HCC-2998. Synergy scores: CSS=53.8, Synergy_ZIP=-8.49, Synergy_Bliss=-11.1, Synergy_Loewe=-7.49, Synergy_HSA=-2.62. (5) Drug 1: C1=NC2=C(N=C(N=C2N1C3C(C(C(O3)CO)O)O)F)N. Drug 2: CC(C)CN1C=NC2=C1C3=CC=CC=C3N=C2N. Cell line: SF-268. Synergy scores: CSS=-3.04, Synergy_ZIP=2.07, Synergy_Bliss=1.49, Synergy_Loewe=-2.20, Synergy_HSA=-1.35. (6) Drug 1: C1=NC2=C(N=C(N=C2N1C3C(C(C(O3)CO)O)F)Cl)N. Drug 2: CN(C(=O)NC(C=O)C(C(C(CO)O)O)O)N=O. Cell line: OVCAR-4. Synergy scores: CSS=4.37, Synergy_ZIP=-0.901, Synergy_Bliss=-0.0776, Synergy_Loewe=-8.39, Synergy_HSA=-1.52.